From a dataset of NCI-60 drug combinations with 297,098 pairs across 59 cell lines. Regression. Given two drug SMILES strings and cell line genomic features, predict the synergy score measuring deviation from expected non-interaction effect. (1) Drug 1: CC1=C(C=C(C=C1)NC2=NC=CC(=N2)N(C)C3=CC4=NN(C(=C4C=C3)C)C)S(=O)(=O)N.Cl. Drug 2: C1=NC2=C(N=C(N=C2N1C3C(C(C(O3)CO)O)F)Cl)N. Cell line: UACC62. Synergy scores: CSS=16.9, Synergy_ZIP=1.52, Synergy_Bliss=2.46, Synergy_Loewe=-27.5, Synergy_HSA=2.47. (2) Drug 1: C1CCC(C1)C(CC#N)N2C=C(C=N2)C3=C4C=CNC4=NC=N3. Drug 2: C1=NC2=C(N=C(N=C2N1C3C(C(C(O3)CO)O)O)F)N. Cell line: COLO 205. Synergy scores: CSS=-10.9, Synergy_ZIP=-5.14, Synergy_Bliss=-18.7, Synergy_Loewe=-35.9, Synergy_HSA=-26.2.